Dataset: Forward reaction prediction with 1.9M reactions from USPTO patents (1976-2016). Task: Predict the product of the given reaction. (1) Given the reactants [C:1]([O:5][C:6]([C:9]([CH2:12][CH2:13]I)([F:11])[F:10])([F:8])[F:7])([F:4])([F:3])[F:2].CNC=[O:18].O, predict the reaction product. The product is: [C:1]([O:5][C:6]([C:9]([CH2:12][CH2:13][OH:18])([F:11])[F:10])([F:8])[F:7])([F:4])([F:3])[F:2]. (2) Given the reactants [CH3:1][O:2][C:3](=[O:27])[CH2:4][C@H:5]1[C:9]2[CH:10]=[CH:11][C:12]([O:14][C@H:15]3[C:23]4[C:18](=[C:19](Br)[C:20]([C:24]#[N:25])=[CH:21][CH:22]=4)[CH2:17][CH2:16]3)=[CH:13][C:8]=2[O:7][CH2:6]1.[Cl-].[Cl:29][C:30]1[N:35]=[CH:34][C:33]([CH2:36][Zn+])=[CH:32][CH:31]=1, predict the reaction product. The product is: [CH3:1][O:2][C:3](=[O:27])[CH2:4][C@H:5]1[C:9]2[CH:10]=[CH:11][C:12]([O:14][C@H:15]3[C:23]4[C:18](=[C:19]([CH2:36][C:33]5[CH:34]=[N:35][C:30]([Cl:29])=[CH:31][CH:32]=5)[C:20]([C:24]#[N:25])=[CH:21][CH:22]=4)[CH2:17][CH2:16]3)=[CH:13][C:8]=2[O:7][CH2:6]1.